From a dataset of Reaction yield outcomes from USPTO patents with 853,638 reactions. Predict the reaction yield, written as a fraction of the theoretical maximum amount of product (1.0 means a 100% yield; for example, 0.34 means a 34% yield). (1) The reactants are C1(S([N:10]2[CH:14]=[CH:13][C:12]([C:15](=O)[CH2:16][C:17](=O)[C:18]([O:20][CH2:21][CH3:22])=[O:19])=[CH:11]2)(=O)=O)C=CC=CC=1.[NH:25]([C:27]1[CH:28]=[CH:29][C:30]([O:33][CH3:34])=[N:31][CH:32]=1)[NH2:26].C(O)(=O)C.Cl. The catalyst is C(O)C. The product is [CH3:34][O:33][C:30]1[N:31]=[CH:32][C:27]([N:25]2[C:15]([C:12]3[CH:13]=[CH:14][NH:10][CH:11]=3)=[CH:16][C:17]([C:18]([O:20][CH2:21][CH3:22])=[O:19])=[N:26]2)=[CH:28][CH:29]=1. The yield is 0.0500. (2) The yield is 0.800. The product is [Br:1][C:2]1[CH:7]=[C:6]([F:8])[CH:5]=[CH:4][C:3]=1[O:9][CH:35]([C@H:33]1[CH2:32][O:31][C:30]([CH3:39])([CH3:29])[O:34]1)[CH:36]=[CH2:37]. The reactants are [Br:1][C:2]1[CH:7]=[C:6]([F:8])[CH:5]=[CH:4][C:3]=1[OH:9].C1(P(C2C=CC=CC=2)C2C=CC=CC=2)C=CC=CC=1.[CH3:29][C:30]1([CH3:39])[O:34][C@@H:33]([CH:35](O)[CH:36]=[CH2:37])[CH2:32][O:31]1. The catalyst is C1COCC1. (3) The reactants are Cl.[C:2]([N:5]1[C:13]2[C:8](=[C:9]([CH3:19])[C:10]([CH2:15][C:16]([OH:18])=[O:17])=[C:11]([CH3:14])[CH:12]=2)[CH2:7][CH2:6]1)(=[O:4])[CH3:3].[CH2:20](O)[CH3:21]. No catalyst specified. The product is [C:2]([N:5]1[C:13]2[C:8](=[C:9]([CH3:19])[C:10]([CH2:15][C:16]([O:18][CH2:20][CH3:21])=[O:17])=[C:11]([CH3:14])[CH:12]=2)[CH2:7][CH2:6]1)(=[O:4])[CH3:3]. The yield is 0.870. (4) The reactants are B.C1COCC1.[Br:7][C:8]1[CH:13]=[CH:12][CH:11]=[CH:10][C:9]=1[S:14]([C:17]([CH3:21])([CH3:20])[C:18]#[N:19])(=[O:16])=[O:15].Cl.[OH-].[Na+]. The catalyst is C1COCC1.O. The product is [Br:7][C:8]1[CH:13]=[CH:12][CH:11]=[CH:10][C:9]=1[S:14]([C:17]([CH3:21])([CH3:20])[CH2:18][NH2:19])(=[O:16])=[O:15]. The yield is 0.700. (5) The reactants are [Cl:1][C:2]1[C:34]([O:35][C:36]([C:39]#[N:40])([CH3:38])[CH3:37])=[CH:33][CH:32]=[CH:31][C:3]=1[C:4]([NH:6][C:7]1[CH:12]=[C:11]([N:13]([C:15]2[N:20]=[C:19]3[S:21][C:22]([NH:24][C:25]([CH:27]4[CH2:29][CH2:28]4)=[O:26])=[N:23][C:18]3=[CH:17][CH:16]=2)[CH3:14])[CH:10]=[CH:9][C:8]=1[F:30])=[O:5].[S:41](=[O:45])(=[O:44])([OH:43])[OH:42]. The catalyst is C(OCC)(=O)C.CCCCCCC. The product is [S:41]([OH:45])([OH:44])(=[O:43])=[O:42].[Cl:1][C:2]1[C:34]([O:35][C:36]([C:39]#[N:40])([CH3:38])[CH3:37])=[CH:33][CH:32]=[CH:31][C:3]=1[C:4]([NH:6][C:7]1[CH:12]=[C:11]([N:13]([C:15]2[N:20]=[C:19]3[S:21][C:22]([NH:24][C:25]([CH:27]4[CH2:29][CH2:28]4)=[O:26])=[N:23][C:18]3=[CH:17][CH:16]=2)[CH3:14])[CH:10]=[CH:9][C:8]=1[F:30])=[O:5]. The yield is 0.800. (6) The reactants are [ClH:1].O1CCOCC1.[CH3:8][O:9][C:10]([C:12]1([N:24]([CH:26]=[O:27])[CH3:25])[CH2:16][CH2:15][N:14](C(OC(C)(C)C)=O)[CH2:13]1)=[O:11]. The catalyst is C(Cl)Cl. The product is [ClH:1].[CH3:8][O:9][C:10]([C:12]1([N:24]([CH:26]=[O:27])[CH3:25])[CH2:16][CH2:15][NH:14][CH2:13]1)=[O:11]. The yield is 1.00. (7) The reactants are Cl[C:2]1[CH:10]=[C:9](Cl)[CH:8]=[C:7]2[C:3]=1[CH:4]=[C:5]([C:13]([O:15]CC)=O)[N:6]2[CH3:12].[CH3:18][NH2:19].CO. No catalyst specified. The product is [CH3:18][NH:19][C:13]([C:5]1[N:6]([CH3:12])[C:7]2[C:3]([CH:4]=1)=[CH:2][CH:10]=[CH:9][CH:8]=2)=[O:15]. The yield is 0.990. (8) The reactants are [N:1]1([CH2:6][CH2:7][CH2:8][N:9]2[C:18]3[C:13](=[CH:14][C:15]([NH2:19])=[CH:16][CH:17]=3)[CH2:12][CH2:11][CH2:10]2)[CH2:5][CH2:4][CH2:3][CH2:2]1.I.[S:21]1[CH:25]=[CH:24][CH:23]=[C:22]1[C:26](SC)=[NH:27]. The catalyst is C(O)C.O.C(=O)([O-])[O-].[Na+].[Na+]. The product is [N:1]1([CH2:6][CH2:7][CH2:8][N:9]2[C:18]3[C:13](=[CH:14][C:15]([NH:19][C:26]([C:22]4[S:21][CH:25]=[CH:24][CH:23]=4)=[NH:27])=[CH:16][CH:17]=3)[CH2:12][CH2:11][CH2:10]2)[CH2:5][CH2:4][CH2:3][CH2:2]1. The yield is 0.728. (9) The reactants are OC1C=CC([C:8]2[NH:9][C:10](=O)[C:11]3[C:16]([CH:17]=2)=[CH:15][C:14](OC)=[CH:13][C:12]=3OC)=CC=1.C([Li])CCC. The catalyst is C1COCC1. The product is [CH:10]1[C:11]2[C:16](=[CH:15][CH:14]=[CH:13][CH:12]=2)[CH:17]=[CH:8][N:9]=1. The yield is 0.260. (10) The reactants are [Br:1][C:2]1[C:3](F)=[C:4]2[C:10]([NH:11][C:12]([C:14]3[CH:19]=[CH:18][C:17](=[O:20])[N:16]([CH3:21])[CH:15]=3)=[O:13])=[CH:9][NH:8][C:5]2=[N:6][CH:7]=1.[CH3:23][N:24]([C@@H:32]1[CH2:37][CH2:36][CH2:35][NH:34][CH2:33]1)[C:25](=[O:31])[O:26][C:27]([CH3:30])([CH3:29])[CH3:28].CCN(C(C)C)C(C)C.[CH3:47][C:48]([O:51][C:52](O[C:52]([O:51][C:48]([CH3:50])([CH3:49])[CH3:47])=[O:53])=[O:53])([CH3:50])[CH3:49]. The catalyst is CCCCO.C(OCC)(=O)C. The product is [Br:1][C:2]1[C:3]([N:34]2[CH2:35][CH2:36][CH2:37][C@@H:32]([N:24]([C:25]([O:26][C:27]([CH3:30])([CH3:28])[CH3:29])=[O:31])[CH3:23])[CH2:33]2)=[C:4]2[C:10]([NH:11][C:12]([C:14]3[CH:19]=[CH:18][C:17](=[O:20])[N:16]([CH3:21])[CH:15]=3)=[O:13])=[CH:9][N:8]([C:52]([O:51][C:48]([CH3:50])([CH3:49])[CH3:47])=[O:53])[C:5]2=[N:6][CH:7]=1. The yield is 0.150.